The task is: Regression. Given two drug SMILES strings and cell line genomic features, predict the synergy score measuring deviation from expected non-interaction effect.. This data is from NCI-60 drug combinations with 297,098 pairs across 59 cell lines. (1) Drug 1: C(CC(=O)O)C(=O)CN.Cl. Drug 2: N.N.Cl[Pt+2]Cl. Cell line: EKVX. Synergy scores: CSS=10.5, Synergy_ZIP=-3.83, Synergy_Bliss=5.06, Synergy_Loewe=2.39, Synergy_HSA=3.77. (2) Drug 1: C1=NC2=C(N1)C(=S)N=C(N2)N. Drug 2: C1=NC(=NC(=O)N1C2C(C(C(O2)CO)O)O)N. Cell line: KM12. Synergy scores: CSS=30.4, Synergy_ZIP=-7.67, Synergy_Bliss=-11.9, Synergy_Loewe=-15.1, Synergy_HSA=-13.5.